This data is from Full USPTO retrosynthesis dataset with 1.9M reactions from patents (1976-2016). The task is: Predict the reactants needed to synthesize the given product. Given the product [CH2:32]([O:31][C:29]([C:26]1([CH2:13][C:12]#[N:15])[CH2:27][CH2:28][C:23]2([O:22][CH2:21][CH2:20][O:19]2)[CH2:24][CH2:25]1)=[O:30])[CH3:33], predict the reactants needed to synthesize it. The reactants are: C([Li])CCC.CCCCCC.[CH:12]([NH:15]C(C)C)(C)[CH3:13].[O:19]1[C:23]2([CH2:28][CH2:27][CH:26]([C:29]([O:31][CH2:32][CH3:33])=[O:30])[CH2:25][CH2:24]2)[O:22][CH2:21][CH2:20]1.BrCC#N.CN1CCCN(C)C1=O.Cl.